This data is from Reaction yield outcomes from USPTO patents with 853,638 reactions. The task is: Predict the reaction yield, written as a fraction of the theoretical maximum amount of product (1.0 means a 100% yield; for example, 0.34 means a 34% yield). (1) The reactants are [NH2:1][C:2]1[CH:7]=[CH:6][CH:5]=[CH:4][CH:3]=1.Cl[C:9](=[O:15])[C:10]([O:12][CH2:13][CH3:14])=[O:11]. The catalyst is N1C=CC=CC=1.O. The product is [CH2:13]([O:12][C:10](=[O:11])[C:9]([NH:1][C:2]1[CH:7]=[CH:6][CH:5]=[CH:4][CH:3]=1)=[O:15])[CH3:14]. The yield is 0.810. (2) The reactants are Cl[CH2:2][CH2:3][CH2:4][O:5][C:6]1[CH:15]=[C:14]2[C:9]([C:10]([O:16][C:17]3[CH:22]=[C:21]([CH3:23])[C:20]([CH3:24])=[CH:19][C:18]=3[C:25](=[O:27])[CH3:26])=[CH:11][CH:12]=[N:13]2)=[CH:8][C:7]=1[O:28][CH3:29].[NH:30]1[CH:34]=[CH:33][N:32]=[CH:31]1.C(=O)([O-])[O-].[K+].[K+].O. The catalyst is CN(C)C=O. The product is [N:30]1([CH2:2][CH2:3][CH2:4][O:5][C:6]2[CH:15]=[C:14]3[C:9]([C:10]([O:16][C:17]4[CH:22]=[C:21]([CH3:23])[C:20]([CH3:24])=[CH:19][C:18]=4[C:25](=[O:27])[CH3:26])=[CH:11][CH:12]=[N:13]3)=[CH:8][C:7]=2[O:28][CH3:29])[CH:34]=[CH:33][N:32]=[CH:31]1. The yield is 0.610. (3) The reactants are FC([C:4]([O:10][C:11]([C:14]([C:17]([C:20](F)=[O:21])([F:19])[F:18])([F:16])[F:15])([F:13])[F:12])([C:6]([F:9])([F:8])[F:7])[F:5])=O.FC(F)(C(F)(F)C(F)=O)C(F)=[O:26].C(=O)([O-])[O-].[Na+].[Na+].C(=O)=O.S(=O)(=O)(O)O.[OH-].[Na+]. The catalyst is COCCOCCOC.O. The product is [C:6]([CH:4]([O:10][C:11]([C:14]([C:17]([C:20]([OH:26])=[O:21])([F:19])[F:18])([F:15])[F:16])([F:13])[F:12])[F:5])([F:9])([F:7])[F:8]. The yield is 0.950. (4) The yield is 0.860. The reactants are [O:1]([CH3:3])[Li].[N+:4]([C:7]1[CH:8]=[C:9]([CH:13]=[C:14]([N+]([O-])=O)[CH:15]=1)[C:10]([OH:12])=[O:11])([O-:6])=[O:5].OS(O)(=O)=O. The product is [CH3:3][O:1][C:14]1[CH:13]=[C:9]([CH:8]=[C:7]([N+:4]([O-:6])=[O:5])[CH:15]=1)[C:10]([OH:12])=[O:11]. The catalyst is CN(P(N(C)C)(N(C)C)=O)C. (5) The reactants are [C:1]([O:5][C:6]([NH:8][C@@H:9]([CH2:15][C@H:16]([CH2:20][C:21]1[CH:29]=[C:28]2[C:24]([CH:25]=[N:26][N:27]2[CH2:30][CH2:31][CH2:32][O:33][CH3:34])=[CH:23][CH:22]=1)[CH:17]([CH3:19])[CH3:18])[C:10](OCC)=[O:11])=[O:7])([CH3:4])([CH3:3])[CH3:2].[BH4-].[Na+]. The catalyst is CCO. The product is [OH:11][CH2:10][C@@H:9]([NH:8][C:6](=[O:7])[O:5][C:1]([CH3:2])([CH3:4])[CH3:3])[CH2:15][C@H:16]([CH2:20][C:21]1[CH:29]=[C:28]2[C:24]([CH:25]=[N:26][N:27]2[CH2:30][CH2:31][CH2:32][O:33][CH3:34])=[CH:23][CH:22]=1)[CH:17]([CH3:18])[CH3:19]. The yield is 0.880. (6) The reactants are C1C2C(COC([NH:18][C:19]3([C:24]([NH:26][C@H:27]([C:31]([N:33]([C@@H:35]([C@@H:68]([CH3:71])[CH2:69][CH3:70])[C@H:36]([O:66][CH3:67])[CH2:37][C:38]([N:40]4[CH2:44][CH2:43][CH2:42][C@H:41]4[C@H:45]([O:64][CH3:65])[C@@H:46]([CH3:63])[C:47](=[O:62])[NH:48][C@H:49]([C:57]4[S:58][CH:59]=[CH:60][N:61]=4)[CH2:50][C:51]4[CH:56]=[CH:55][CH:54]=[CH:53][CH:52]=4)=[O:39])[CH3:34])=[O:32])[CH:28]([CH3:30])[CH3:29])=[O:25])[CH2:23][CH2:22][CH2:21][CH2:20]3)=O)C3C(=CC=CC=3)C=2C=CC=1.C(NCC)C. The catalyst is O1CCCC1. The product is [NH2:18][C:19]1([C:24]([NH:26][C@H:27]([C:31]([N:33]([C@@H:35]([C@@H:68]([CH3:71])[CH2:69][CH3:70])[C@H:36]([O:66][CH3:67])[CH2:37][C:38]([N:40]2[CH2:44][CH2:43][CH2:42][C@H:41]2[C@H:45]([O:64][CH3:65])[C@@H:46]([CH3:63])[C:47](=[O:62])[NH:48][C@H:49]([C:57]2[S:58][CH:59]=[CH:60][N:61]=2)[CH2:50][C:51]2[CH:52]=[CH:53][CH:54]=[CH:55][CH:56]=2)=[O:39])[CH3:34])=[O:32])[CH:28]([CH3:30])[CH3:29])=[O:25])[CH2:20][CH2:21][CH2:22][CH2:23]1. The yield is 0.960. (7) The reactants are [Br:1][C:2]1[CH:18]=[C:17]([N+:19]([O-])=O)[CH:16]=[C:15]([Br:22])[C:3]=1[O:4][C:5]1[CH:10]=[CH:9][C:8]([OH:11])=[C:7]([CH:12]([CH3:14])[CH3:13])[CH:6]=1.S(S([O-])=O)([O-])=O.[Na+].[Na+].Cl.C(=O)(O)[O-].[Na+]. The catalyst is C1COCC1.O.C(OCC)(=O)C. The product is [NH2:19][C:17]1[CH:16]=[C:15]([Br:22])[C:3]([O:4][C:5]2[CH:10]=[CH:9][C:8]([OH:11])=[C:7]([CH:12]([CH3:14])[CH3:13])[CH:6]=2)=[C:2]([Br:1])[CH:18]=1. The yield is 0.969. (8) The reactants are CS(O[CH2:6][C:7]1[CH:8]=[N:9][C:10]([NH:39][C:40]2[CH:41]=[N:42][C:43]([O:46][CH3:47])=[CH:44][CH:45]=2)=[C:11]([C:13]2[N:18]=[C:17]([N:19]([CH2:29][C:30]3[CH:35]=[CH:34][C:33]([O:36][CH3:37])=[CH:32][CH:31]=3)[CH2:20][C:21]3[CH:26]=[CH:25][C:24]([O:27][CH3:28])=[CH:23][CH:22]=3)[N:16]=[C:15]([CH3:38])[N:14]=2)[CH:12]=1)(=O)=O.[OH:48][CH:49]1[CH2:54][CH2:53][NH:52][CH2:51][CH2:50]1.C(N(CC)CC)C.CO. The catalyst is ClCCl.O. The product is [CH3:28][O:27][C:24]1[CH:25]=[CH:26][C:21]([CH2:20][N:19]([CH2:29][C:30]2[CH:35]=[CH:34][C:33]([O:36][CH3:37])=[CH:32][CH:31]=2)[C:17]2[N:16]=[C:15]([CH3:38])[N:14]=[C:13]([C:11]3[CH:12]=[C:7]([CH2:6][N:52]4[CH2:53][CH2:54][CH:49]([OH:48])[CH2:50][CH2:51]4)[CH:8]=[N:9][C:10]=3[NH:39][C:40]3[CH:41]=[N:42][C:43]([O:46][CH3:47])=[CH:44][CH:45]=3)[N:18]=2)=[CH:22][CH:23]=1. The yield is 0.749.